This data is from Forward reaction prediction with 1.9M reactions from USPTO patents (1976-2016). The task is: Predict the product of the given reaction. (1) Given the reactants I[C:2]1[CH:7]=[CH:6][CH:5]=[CH:4][C:3]=1[CH2:8][C:9]([O:11][CH3:12])=[O:10].[CH3:13][Si:14]([C:17]#[CH:18])([CH3:16])[CH3:15], predict the reaction product. The product is: [CH3:13][Si:14]([C:17]#[C:18][C:2]1[CH:7]=[CH:6][CH:5]=[CH:4][C:3]=1[CH2:8][C:9]([O:11][CH3:12])=[O:10])([CH3:16])[CH3:15]. (2) Given the reactants CCOC(C1C2C(=CC(Br)=C(O)C=2CN(C)C)N(C)C=1CSC1C=CC=CC=1)=O.O.Cl.[C:32]([O-:51])(=[O:50])[CH2:33][CH2:34][CH2:35][CH2:36][CH2:37][CH2:38][CH2:39][CH2:40][CH2:41][CH2:42][CH2:43][CH2:44][CH2:45][CH2:46][CH2:47][CH2:48][CH3:49].[Ca+2].[C:32]([O-:51])(=[O:50])[CH2:33][CH2:34][CH2:35][CH2:36][CH2:37][CH2:38][CH2:39][CH2:40][CH2:41][CH2:42][CH2:43][CH2:44][CH2:45][CH2:46][CH2:47][CH2:48][CH3:49], predict the reaction product. The product is: [C:32]([OH:51])(=[O:50])[CH2:33][CH2:34][CH2:35][CH2:36][CH2:37][CH2:38][CH2:39][CH2:40][CH2:41][CH2:42][CH2:43][CH2:44][CH2:45][CH2:46][CH2:47][CH2:48][CH3:49]. (3) Given the reactants [CH3:1][N:2]([CH3:19])[C:3]([CH2:5][CH2:6][CH2:7][C:8]#[C:9][C:10]1[CH:11]=[C:12]([CH:16]=[CH:17][CH:18]=1)[C:13]([OH:15])=O)=[O:4].CCN=C=N[CH2:25][CH2:26][CH2:27][N:28](C)C.C(N(CC)CC)C.C1(N)CC1, predict the reaction product. The product is: [CH:27]1([NH:28][C:13](=[O:15])[C:12]2[CH:16]=[CH:17][CH:18]=[C:10]([C:9]#[C:8][CH2:7][CH2:6][CH2:5][C:3](=[O:4])[N:2]([CH3:1])[CH3:19])[CH:11]=2)[CH2:25][CH2:26]1.